Dataset: Catalyst prediction with 721,799 reactions and 888 catalyst types from USPTO. Task: Predict which catalyst facilitates the given reaction. (1) Reactant: [CH:1]1([C:4]([NH:6][C:7]2[N:8]=[C:9]3[CH:14]=[CH:13][C:12]([O:15][C:16]4[CH:21]=[CH:20][C:19]([NH:22][C:23]([C:25]5[C:26](=[O:39])[N:27]([C:32]6[CH:37]=[CH:36][C:35]([F:38])=[CH:34][CH:33]=6)[C:28]([CH3:31])=[CH:29][CH:30]=5)=[O:24])=[CH:18][C:17]=4[F:40])=[CH:11][N:10]3[CH:41]=2)=[O:5])[CH2:3][CH2:2]1.[C:42]([OH:45])(=[O:44])[CH3:43].CC(CC)=O. Product: [C:42]([OH:45])(=[O:44])[CH3:43].[CH:1]1([C:4]([NH:6][C:7]2[N:8]=[C:9]3[CH:14]=[CH:13][C:12]([O:15][C:16]4[CH:21]=[CH:20][C:19]([NH:22][C:23]([C:25]5[C:26](=[O:39])[N:27]([C:32]6[CH:37]=[CH:36][C:35]([F:38])=[CH:34][CH:33]=6)[C:28]([CH3:31])=[CH:29][CH:30]=5)=[O:24])=[CH:18][C:17]=4[F:40])=[CH:11][N:10]3[CH:41]=2)=[O:5])[CH2:3][CH2:2]1. The catalyst class is: 6. (2) Reactant: Cl[C:2]1[C:11]2[C:6](=[CH:7][C:8]([O:14][CH2:15][CH2:16][CH2:17][N:18]3[CH2:23][CH2:22][O:21][CH2:20][CH2:19]3)=[C:9]([O:12][CH3:13])[CH:10]=2)[N:5]=[CH:4][N:3]=1.[Cl:24][C:25]1[CH:33]=[C:32]([I:34])[C:28]2[O:29][CH2:30][O:31][C:27]=2[C:26]=1[NH2:35].C[Si]([N-][Si](C)(C)C)(C)C.[Na+]. Product: [Cl:24][C:25]1[CH:33]=[C:32]([I:34])[C:28]2[O:29][CH2:30][O:31][C:27]=2[C:26]=1[NH:35][C:2]1[C:11]2[C:6](=[CH:7][C:8]([O:14][CH2:15][CH2:16][CH2:17][N:18]3[CH2:23][CH2:22][O:21][CH2:20][CH2:19]3)=[C:9]([O:12][CH3:13])[CH:10]=2)[N:5]=[CH:4][N:3]=1. The catalyst class is: 3. (3) Reactant: [C:1]1([CH3:20])[CH:6]=[CH:5][C:4]([C:7]2[N:8]=[C:9]3[CH:14]=[CH:13][C:12]([C:15]([O:17][CH3:18])=[O:16])=[CH:11][N:10]3[CH:19]=2)=[CH:3][CH:2]=1.O.[C:22]([OH:26])(=[O:25])[CH:23]=[O:24]. Product: [OH:24][CH:23]([C:7]1([C:4]2[CH:3]=[CH:2][C:1]([CH3:20])=[CH:6][CH:5]=2)[N:8]2[CH:11]=[C:12]([C:15]([O:17][CH3:18])=[O:16])[CH:13]=[CH:14][C:9]2=[N:10][CH2:19]1)[C:22]([OH:26])=[O:25]. The catalyst class is: 4. (4) Reactant: N1(CCS(N2CCC(C3C4C(=C(C(N)=O)C=C(C5C=CSC=5)C=4)NC=3)CC2)(=O)=O)CCCC1.Br[C:35]1[CH:36]=[C:37]2[C:41](=[C:42]([C:44]([NH2:46])=[O:45])[CH:43]=1)[NH:40][CH:39]=[C:38]2[CH:47]1[CH2:52][CH2:51][N:50]([S:53]([CH2:56][CH2:57][CH2:58][N:59]2[CH2:63][CH2:62][CH2:61][CH2:60]2)(=[O:55])=[O:54])[CH2:49][CH2:48]1.[OH:64][CH2:65][C:66]1[S:70][C:69](B(O)O)=[CH:68][CH:67]=1.C(=O)([O-])[O-].[K+].[K+]. Product: [OH:64][CH2:65][C:66]1[S:70][C:69]([C:35]2[CH:36]=[C:37]3[C:41](=[C:42]([C:44]([NH2:46])=[O:45])[CH:43]=2)[NH:40][CH:39]=[C:38]3[CH:47]2[CH2:52][CH2:51][N:50]([S:53]([CH2:56][CH2:57][CH2:58][N:59]3[CH2:63][CH2:62][CH2:61][CH2:60]3)(=[O:54])=[O:55])[CH2:49][CH2:48]2)=[CH:68][CH:67]=1. The catalyst class is: 70. (5) Reactant: Cl.Cl.[Cl:3][C:4]1[C:9]([Cl:10])=[C:8]([N:11]2[CH2:16][CH2:15][NH:14][CH2:13][CH2:12]2)[N:7]=[C:6]([NH:17][CH3:18])[N:5]=1.[C:19]([O:23][C:24](=[O:35])[NH:25][C@H:26]1[CH2:31][CH2:30][C@H:29]([CH2:32][CH:33]=O)[CH2:28][CH2:27]1)([CH3:22])([CH3:21])[CH3:20].C(N(CC)CC)C.C(O[BH-](OC(=O)C)OC(=O)C)(=O)C.[Na+].C(=O)([O-])[O-].[K+].[K+]. Product: [C:19]([O:23][C:24](=[O:35])[NH:25][C@H:26]1[CH2:27][CH2:28][C@H:29]([CH2:32][CH2:33][N:14]2[CH2:15][CH2:16][N:11]([C:8]3[C:9]([Cl:10])=[C:4]([Cl:3])[N:5]=[C:6]([NH:17][CH3:18])[N:7]=3)[CH2:12][CH2:13]2)[CH2:30][CH2:31]1)([CH3:22])([CH3:21])[CH3:20]. The catalyst class is: 46.